From a dataset of Full USPTO retrosynthesis dataset with 1.9M reactions from patents (1976-2016). Predict the reactants needed to synthesize the given product. (1) Given the product [CH3:1][C:2]1[C:6]([CH3:7])=[C:5]([NH:8][C:9]([N:36]2[CH2:37][CH2:38][N:33]([C:29]3[N:28]=[C:27]([C:22]4[CH:23]=[C:24]([F:26])[CH:25]=[C:20]([F:19])[CH:21]=4)[CH:32]=[CH:31][N:30]=3)[CH2:34][CH2:35]2)=[O:16])[O:4][N:3]=1, predict the reactants needed to synthesize it. The reactants are: [CH3:1][C:2]1[C:6]([CH3:7])=[C:5]([NH:8][C:9](=[O:16])OCC(Cl)(Cl)Cl)[O:4][N:3]=1.Cl.Cl.[F:19][C:20]1[CH:21]=[C:22]([C:27]2[CH:32]=[CH:31][N:30]=[C:29]([N:33]3[CH2:38][CH2:37][NH:36][CH2:35][CH2:34]3)[N:28]=2)[CH:23]=[C:24]([F:26])[CH:25]=1. (2) Given the product [Cl:16][C:11]1[N:10]=[C:9]([S:8]([NH2:21])(=[O:22])=[O:20])[CH:14]=[C:13]([CH3:15])[CH:12]=1, predict the reactants needed to synthesize it. The reactants are: C([S:8][C:9]1[CH:14]=[C:13]([CH3:15])[CH:12]=[C:11]([Cl:16])[N:10]=1)C1C=CC=CC=1.Cl.ClCl.[OH-:20].[NH4+:21].[OH2:22]. (3) Given the product [CH3:19][N:20]1[CH2:10][CH2:8][C:17]2[C:22](=[CH:23][C:14]([N+:11]([O-:13])=[O:12])=[CH:15][CH:16]=2)[CH2:21]1, predict the reactants needed to synthesize it. The reactants are: C(O)=O.CC(O[C:8]([CH3:10])=O)=O.[N+:11]([C:14]1[CH:23]=[C:22]2[C:17](C[CH2:19][NH:20][CH2:21]2)=[CH:16][CH:15]=1)([O-:13])=[O:12].Cl. (4) The reactants are: [F:1][C:2]1[C:7]([C:8]2[CH:13]=[CH:12][CH:11]=[C:10]([F:14])[CH:9]=2)=[CH:6][C:5]([CH3:15])=[CH:4][C:3]=1[CH2:16][NH:17][C:18]1[C:19]([CH3:33])=[C:20]([CH:29]=[CH:30][C:31]=1[CH3:32])[O:21][CH2:22][C:23]([O:25]C(C)C)=[O:24].[Li+].[OH-]. Given the product [F:1][C:2]1[C:7]([C:8]2[CH:13]=[CH:12][CH:11]=[C:10]([F:14])[CH:9]=2)=[CH:6][C:5]([CH3:15])=[CH:4][C:3]=1[CH2:16][NH:17][C:18]1[C:19]([CH3:33])=[C:20]([CH:29]=[CH:30][C:31]=1[CH3:32])[O:21][CH2:22][C:23]([OH:25])=[O:24], predict the reactants needed to synthesize it. (5) The reactants are: [F:1][C:2]([F:26])([F:25])[CH2:3][NH:4][C:5]([C:7]1([CH2:21][CH2:22][CH2:23]Br)[C:20]2[CH:19]=[CH:18][CH:17]=[CH:16][C:15]=2[O:14][C:13]2[C:8]1=[CH:9][CH:10]=[CH:11][CH:12]=2)=[O:6].[N:27]1([C:33]2[CH:42]=[C:41]3[C:36]([CH:37]=[N:38][N:39]([CH2:44][C:45]4[CH:50]=[CH:49][CH:48]=[CH:47][N:46]=4)[C:40]3=[O:43])=[CH:35][CH:34]=2)[CH2:32][CH2:31][NH:30][CH2:29][CH2:28]1. Given the product [N:46]1[CH:47]=[CH:48][CH:49]=[CH:50][C:45]=1[CH2:44][N:39]1[N:38]=[CH:37][C:36]2[C:41](=[CH:42][C:33]([N:27]3[CH2:32][CH2:31][N:30]([CH2:23][CH2:22][CH2:21][C:7]4([C:5](=[O:6])[NH:4][CH2:3][C:2]([F:26])([F:25])[F:1])[C:20]5[CH:19]=[CH:18][CH:17]=[CH:16][C:15]=5[O:14][C:13]5[C:8]4=[CH:9][CH:10]=[CH:11][CH:12]=5)[CH2:29][CH2:28]3)=[CH:34][CH:35]=2)[C:40]1=[O:43], predict the reactants needed to synthesize it. (6) Given the product [CH3:11][C:10]1[C:4]([C:5]([O:7][CH2:8][CH3:9])=[O:6])=[C:3]([S:13][CH3:14])[N:27]=[C:19]([C:20]2[CH:25]=[CH:24][CH:23]=[CH:22][CH:21]=2)[N:26]=1, predict the reactants needed to synthesize it. The reactants are: CS[C:3]([S:13][CH3:14])=[C:4]([C:10](=O)[CH3:11])[C:5]([O:7][CH2:8][CH3:9])=[O:6].C(O)(=O)C.[C:19]([NH2:27])(=[NH:26])[C:20]1[CH:25]=[CH:24][CH:23]=[CH:22][CH:21]=1.C(N(CC)CC)C. (7) Given the product [CH3:1][C:2]1([CH3:22])[C:11]2[C:6](=[CH:7][CH:8]=[CH:9][CH:10]=2)[CH:5]([C:12]2[CH:17]=[CH:16][C:15]([C:18]([F:21])([F:19])[F:20])=[CH:14][CH:13]=2)[NH:4][CH2:3]1, predict the reactants needed to synthesize it. The reactants are: [CH3:1][C:2]1([CH3:22])[C:11]2[C:6](=[CH:7][CH:8]=[CH:9][CH:10]=2)[C:5]([C:12]2[CH:17]=[CH:16][C:15]([C:18]([F:21])([F:20])[F:19])=[CH:14][CH:13]=2)=[N:4][CH2:3]1.[BH4-].[Na+].